Dataset: Forward reaction prediction with 1.9M reactions from USPTO patents (1976-2016). Task: Predict the product of the given reaction. (1) Given the reactants [CH3:1][O:2][C:3]1[CH:8]=[CH:7][C:6]([C:9](=[O:17])[CH2:10][C:11]2[CH:12]=[N:13][CH:14]=[CH:15][CH:16]=2)=[CH:5][CH:4]=1.[Br:18]Br.O, predict the reaction product. The product is: [BrH:18].[Br:18][CH:10]([C:11]1[CH:12]=[N:13][CH:14]=[CH:15][CH:16]=1)[C:9]([C:6]1[CH:5]=[CH:4][C:3]([O:2][CH3:1])=[CH:8][CH:7]=1)=[O:17]. (2) Given the reactants C[O:2][C:3](=[O:40])[CH2:4][C@H:5]1[C:9]2[CH:10]=[CH:11][C:12]([O:14][C@H:15]3[C:23]4[C:18](=[C:19]([O:25][C:26]5[CH:31]=[CH:30][C:29]([O:32][CH2:33][CH2:34][C:35]([OH:38])([CH3:37])[CH3:36])=[CH:28][C:27]=5[F:39])[CH:20]=[CH:21][C:22]=4[F:24])[CH2:17][CH2:16]3)=[CH:13][C:8]=2[O:7][CH2:6]1.[OH-].[K+], predict the reaction product. The product is: [F:24][C:22]1[CH:21]=[CH:20][C:19]([O:25][C:26]2[CH:31]=[CH:30][C:29]([O:32][CH2:33][CH2:34][C:35]([OH:38])([CH3:37])[CH3:36])=[CH:28][C:27]=2[F:39])=[C:18]2[C:23]=1[C@H:15]([O:14][C:12]1[CH:11]=[CH:10][C:9]3[C@H:5]([CH2:4][C:3]([OH:40])=[O:2])[CH2:6][O:7][C:8]=3[CH:13]=1)[CH2:16][CH2:17]2. (3) Given the reactants [C:1]([O:5][C:6](=[O:9])[CH2:7][NH2:8])([CH3:4])([CH3:3])[CH3:2].[Cl:10][C:11]1[CH:12]=[C:13]([CH:16]=[CH:17][CH:18]=1)[CH:14]=O, predict the reaction product. The product is: [C:1]([O:5][C:6](=[O:9])[CH2:7]/[N:8]=[CH:14]/[C:13]1[CH:16]=[CH:17][CH:18]=[C:11]([Cl:10])[CH:12]=1)([CH3:4])([CH3:3])[CH3:2].